From a dataset of NCI-60 drug combinations with 297,098 pairs across 59 cell lines. Regression. Given two drug SMILES strings and cell line genomic features, predict the synergy score measuring deviation from expected non-interaction effect. (1) Drug 1: C1CC2CC3=C(CC1C24CN(S(=O)(=O)N4)CC(F)(F)F)C=CC(=C3)C=CCN5CCC(CC5)C(F)(F)F. Drug 2: C1=CN(C(=O)N=C1N)C2C(C(C(O2)CO)O)(F)F. Cell line: HT29. Synergy scores: CSS=75.8, Synergy_ZIP=5.68, Synergy_Bliss=6.03, Synergy_Loewe=7.11, Synergy_HSA=13.5. (2) Drug 2: CN(C(=O)NC(C=O)C(C(C(CO)O)O)O)N=O. Drug 1: C1CCC(CC1)NC(=O)N(CCCl)N=O. Synergy scores: CSS=5.58, Synergy_ZIP=-3.72, Synergy_Bliss=-0.401, Synergy_Loewe=0.527, Synergy_HSA=0.691. Cell line: T-47D. (3) Drug 1: CN(C)N=NC1=C(NC=N1)C(=O)N. Drug 2: CC1=C2C(C(=O)C3(C(CC4C(C3C(C(C2(C)C)(CC1OC(=O)C(C(C5=CC=CC=C5)NC(=O)C6=CC=CC=C6)O)O)OC(=O)C7=CC=CC=C7)(CO4)OC(=O)C)O)C)OC(=O)C. Cell line: M14. Synergy scores: CSS=22.0, Synergy_ZIP=-5.71, Synergy_Bliss=-1.62, Synergy_Loewe=-44.8, Synergy_HSA=-5.00. (4) Drug 2: C#CCC(CC1=CN=C2C(=N1)C(=NC(=N2)N)N)C3=CC=C(C=C3)C(=O)NC(CCC(=O)O)C(=O)O. Cell line: HOP-62. Drug 1: CC1=C(C(=CC=C1)Cl)NC(=O)C2=CN=C(S2)NC3=CC(=NC(=N3)C)N4CCN(CC4)CCO. Synergy scores: CSS=11.8, Synergy_ZIP=1.24, Synergy_Bliss=-1.01, Synergy_Loewe=-11.6, Synergy_HSA=-3.16. (5) Drug 1: C1=CC(=CC=C1CC(C(=O)O)N)N(CCCl)CCCl.Cl. Drug 2: CCC1(CC2CC(C3=C(CCN(C2)C1)C4=CC=CC=C4N3)(C5=C(C=C6C(=C5)C78CCN9C7C(C=CC9)(C(C(C8N6C=O)(C(=O)OC)O)OC(=O)C)CC)OC)C(=O)OC)O.OS(=O)(=O)O. Cell line: DU-145. Synergy scores: CSS=-0.710, Synergy_ZIP=0.118, Synergy_Bliss=1.29, Synergy_Loewe=-4.13, Synergy_HSA=-2.02. (6) Drug 1: C1=C(C(=O)NC(=O)N1)N(CCCl)CCCl. Drug 2: CC1=C2C(C(=O)C3(C(CC4C(C3C(C(C2(C)C)(CC1OC(=O)C(C(C5=CC=CC=C5)NC(=O)C6=CC=CC=C6)O)O)OC(=O)C7=CC=CC=C7)(CO4)OC(=O)C)O)C)OC(=O)C. Cell line: HT29. Synergy scores: CSS=38.2, Synergy_ZIP=-6.66, Synergy_Bliss=-8.84, Synergy_Loewe=-18.7, Synergy_HSA=-5.77.